Dataset: Reaction yield outcomes from USPTO patents with 853,638 reactions. Task: Predict the reaction yield, written as a fraction of the theoretical maximum amount of product (1.0 means a 100% yield; for example, 0.34 means a 34% yield). (1) The reactants are [Li+].[OH-:2].CO[C:5](=O)[CH2:6][CH2:7][CH2:8][C:9]1[CH:13]=[C:12]([C:14]2[CH:19]=[CH:18][CH:17]=[CH:16][C:15]=2[O:20]C)[O:11][N:10]=1.Cl.[O:24]1[CH2:29]COCC1. The catalyst is O. The product is [OH:20][C:15]1[CH:16]=[CH:17][CH:18]=[CH:19][C:14]=1[C:12]1[O:11][N:10]=[C:9]([CH2:8][CH2:7][CH2:6][CH2:5][C:29]([OH:24])=[O:2])[CH:13]=1. The yield is 0.870. (2) The reactants are [F:1][C:2]1[CH:7]=[CH:6][CH:5]=[CH:4][C:3]=1[C@@H:8]1[NH:13][C:12](=[O:14])[C@H:11]([CH2:15][CH:16]([CH3:18])[CH3:17])[NH:10][CH2:9]1.[C:19]1([C@@H:25]2[CH2:27][C@H:26]2[C:28](O)=[O:29])[CH:24]=[CH:23][CH:22]=[CH:21][CH:20]=1.C([C@@H]1N(C([C@@H]2C[C@H]2C2C=CC=CC=2)=O)C[C@H](CC(C)C)NC1=O)C(C)C. No catalyst specified. The product is [F:1][C:2]1[CH:7]=[CH:6][CH:5]=[CH:4][C:3]=1[C@@H:8]1[NH:13][C:12](=[O:14])[C@H:11]([CH2:15][CH:16]([CH3:18])[CH3:17])[N:10]([C:28]([C@@H:26]2[CH2:27][C@H:25]2[C:19]2[CH:24]=[CH:23][CH:22]=[CH:21][CH:20]=2)=[O:29])[CH2:9]1. The yield is 0.900. (3) The reactants are [CH3:1][C:2]1[CH:3]=[C:4]([C:9](=[O:31])[CH2:10][CH2:11][CH2:12][N:13]2[CH2:18][CH2:17][CH:16]([C:19]3[CH:20]=[C:21]([NH:25][C:26](=[O:30])[CH:27]([CH3:29])[CH3:28])[CH:22]=[CH:23][CH:24]=3)[CH2:15][CH2:14]2)[CH:5]=[CH:6][C:7]=1[CH3:8].CI.[CH3:34]C([O-])(C)C.[Na+].C1COCC1. The catalyst is O. The product is [CH3:1][C:2]1[CH:3]=[C:4]([C:9](=[O:31])[CH2:10][CH2:11][CH2:12][N:13]2[CH2:14][CH2:15][CH:16]([C:19]3[CH:20]=[C:21]([N:25]([CH3:34])[C:26](=[O:30])[CH:27]([CH3:29])[CH3:28])[CH:22]=[CH:23][CH:24]=3)[CH2:17][CH2:18]2)[CH:5]=[CH:6][C:7]=1[CH3:8]. The yield is 0.891. (4) The reactants are [Br:1][C:2]1[CH:21]=[CH:20][CH:19]=[CH:18][C:3]=1[C:4]([N:6]1[CH2:11][CH2:10][N:9]([C:12](=[O:17])[CH2:13][C:14]([OH:16])=O)[CH2:8][CH2:7]1)=[O:5].CCN=C=NCCCN(C)C.C1C=CC2N(O)N=NC=2C=1.[N:43]1[CH:48]=[CH:47][CH:46]=[C:45]([C:49]2[CH:54]=[CH:53][C:52]([NH2:55])=[CH:51][CH:50]=2)[CH:44]=1. The catalyst is CN(C1C=CN=CC=1)C.CN(C=O)C.O. The product is [Br:1][C:2]1[CH:21]=[CH:20][CH:19]=[CH:18][C:3]=1[C:4]([N:6]1[CH2:7][CH2:8][N:9]([C:12](=[O:17])[CH2:13][C:14]([NH:55][C:52]2[CH:51]=[CH:50][C:49]([C:45]3[CH:44]=[N:43][CH:48]=[CH:47][CH:46]=3)=[CH:54][CH:53]=2)=[O:16])[CH2:10][CH2:11]1)=[O:5]. The yield is 0.387. (5) The reactants are COC1C([N+]([O-])=O)=CC=CC=1C=O.C1OCCOCCOCCOCCOCCOC1.[Cl-].COC[P+](C1C=CC=CC=1)(C1C=CC=CC=1)C1C=CC=CC=1.C(=O)([O-])[O-].[K+].[K+].[CH3:61][O:62][C:63]1[C:68]([N+:69]([O-:71])=[O:70])=[CH:67][CH:66]=[CH:65][C:64]=1/[CH:72]=[CH:73]/[O:74]C.COC1C([N+]([O-])=O)=CC=CC=1/C=C\OC.C(=O)([O-])[O-].[Na+].[Na+]. The catalyst is C1COCC1.Cl. The product is [CH3:61][O:62][C:63]1[C:68]([N+:69]([O-:71])=[O:70])=[CH:67][CH:66]=[CH:65][C:64]=1[CH2:72][CH:73]=[O:74]. The yield is 0.540.